From a dataset of Full USPTO retrosynthesis dataset with 1.9M reactions from patents (1976-2016). Predict the reactants needed to synthesize the given product. (1) Given the product [Cl:23][C:22]1[C:17]([N:3]2[CH2:4][CH:5]3[N:8]([C:9]([O:11][C:12]([CH3:15])([CH3:14])[CH3:13])=[O:10])[CH:1]([CH2:7][CH2:6]3)[CH2:2]2)=[N:18][CH:19]=[CH:20][CH:21]=1, predict the reactants needed to synthesize it. The reactants are: [CH:1]12[N:8]([C:9]([O:11][C:12]([CH3:15])([CH3:14])[CH3:13])=[O:10])[CH:5]([CH2:6][CH2:7]1)[CH2:4][NH:3][CH2:2]2.Br[C:17]1[C:22]([Cl:23])=[CH:21][CH:20]=[CH:19][N:18]=1.C(=O)([O-])[O-].[K+].[K+]. (2) Given the product [NH2:1][CH2:4][C:5]1([CH2:9][O:10][C:11]2[C:16]([O:17][CH3:18])=[C:15]([O:19][CH3:20])[CH:14]=[CH:13][C:12]=2[C:21]2[CH:29]=[CH:28][CH:27]=[C:26]3[C:22]=2[CH2:23][CH2:24][C:25]3=[O:30])[CH2:6][O:7][CH2:8]1, predict the reactants needed to synthesize it. The reactants are: [N:1]([CH2:4][C:5]1([CH2:9][O:10][C:11]2[C:16]([O:17][CH3:18])=[C:15]([O:19][CH3:20])[CH:14]=[CH:13][C:12]=2[C:21]2[CH:29]=[CH:28][CH:27]=[C:26]3[C:22]=2[CH2:23][CH2:24][C:25]3=[O:30])[CH2:8][O:7][CH2:6]1)=[N+]=[N-].C1(P(C2C=CC=CC=2)C2C=CC=CC=2)C=CC=CC=1.O. (3) The reactants are: [F:1][C:2]1[CH:34]=[CH:33][C:5]([C:6]([C:8]2[CH:32]=[CH:31][C:11]([O:12][CH2:13][CH2:14][CH2:15][C:16]#[C:17][C:18]3[CH:23]=[CH:22][C:21]([CH2:24][C@H:25]([O:29][CH3:30])[C:26]([OH:28])=[O:27])=[CH:20][CH:19]=3)=[CH:10][CH:9]=2)=O)=[CH:4][CH:3]=1.[NH2:35][OH:36]. Given the product [F:1][C:2]1[CH:34]=[CH:33][C:5]([C:6](=[N:35][OH:36])[C:8]2[CH:32]=[CH:31][C:11]([O:12][CH2:13][CH2:14][CH2:15][C:16]#[C:17][C:18]3[CH:23]=[CH:22][C:21]([CH2:24][C@H:25]([O:29][CH3:30])[C:26]([OH:28])=[O:27])=[CH:20][CH:19]=3)=[CH:10][CH:9]=2)=[CH:4][CH:3]=1, predict the reactants needed to synthesize it. (4) The reactants are: [NH2:1][C:2]1[CH:7]=[C:6]([C:8]2[CH:13]=[CH:12][C:11]([Cl:14])=[C:10]([O:15][CH3:16])[C:9]=2[F:17])[N:5]=[C:4]([C:18]([OH:20])=[O:19])[C:3]=1[Cl:21].[H-].[Na+].[Cl:24][C:25]1[CH:30]=[C:29]([Cl:31])[CH:28]=[CH:27][C:26]=1[CH2:32]Cl.O. Given the product [NH2:1][C:2]1[CH:7]=[C:6]([C:8]2[CH:13]=[CH:12][C:11]([Cl:14])=[C:10]([O:15][CH3:16])[C:9]=2[F:17])[N:5]=[C:4]([C:18]([O:20][CH2:32][C:26]2[CH:27]=[CH:28][C:29]([Cl:31])=[CH:30][C:25]=2[Cl:24])=[O:19])[C:3]=1[Cl:21], predict the reactants needed to synthesize it. (5) Given the product [O:1]=[C:2]1[C:10]2[C:5](=[CH:6][C:7]([O:11][C:12]3[CH:17]=[CH:16][CH:15]=[CH:14][C:13]=3[CH3:18])=[CH:8][CH:9]=2)[C:4](=[O:19])[N:3]1[CH2:20][C:21]([O:23][CH3:29])=[O:22], predict the reactants needed to synthesize it. The reactants are: [O:1]=[C:2]1[C:10]2[C:5](=[CH:6][C:7]([O:11][C:12]3[CH:17]=[CH:16][CH:15]=[CH:14][C:13]=3[CH3:18])=[CH:8][CH:9]=2)[C:4](=[O:19])[N:3]1[CH2:20][C:21]([OH:23])=[O:22].OS(O)(=O)=O.[CH3:29]O. (6) The reactants are: CS([C:5]1[N:6]2[C:12]([C:13]3[CH:18]=[CH:17][CH:16]=[CH:15][CH:14]=3)=[CH:11][S:10][C:7]2=[N:8][N:9]=1)(=O)=O.[CH2:19]([OH:29])[C:20]1[CH:28]=[CH:27][C:26]2[O:25][CH2:24][O:23][C:22]=2[CH:21]=1.C([O-])([O-])=O.[Cs+].[Cs+]. Given the product [O:25]1[C:26]2[CH:27]=[CH:28][C:20]([CH2:19][O:29][C:5]3[N:6]4[C:12]([C:13]5[CH:18]=[CH:17][CH:16]=[CH:15][CH:14]=5)=[CH:11][S:10][C:7]4=[N:8][N:9]=3)=[CH:21][C:22]=2[O:23][CH2:24]1, predict the reactants needed to synthesize it.